Dataset: Catalyst prediction with 721,799 reactions and 888 catalyst types from USPTO. Task: Predict which catalyst facilitates the given reaction. (1) Reactant: COC1C=CC(C[N:8](CC2C=CC(OC)=CC=2)[C:9]2[N:14]=[CH:13][C:12]([C:15]3[C:16]4[CH2:29][CH2:28][N:27]([C:30]5[CH:35]=[CH:34][N:33]=[CH:32][CH:31]=5)[C:17]=4[N:18]=[C:19]([N:21]4[CH2:26][CH2:25][O:24][CH2:23][CH2:22]4)[N:20]=3)=[CH:11][N:10]=2)=CC=1.C(O)(C(F)(F)F)=O. The catalyst class is: 65. Product: [N:21]1([C:19]2[N:20]=[C:15]([C:12]3[CH:13]=[N:14][C:9]([NH2:8])=[N:10][CH:11]=3)[C:16]3[CH2:29][CH2:28][N:27]([C:30]4[CH:35]=[CH:34][N:33]=[CH:32][CH:31]=4)[C:17]=3[N:18]=2)[CH2:22][CH2:23][O:24][CH2:25][CH2:26]1. (2) Reactant: [CH3:1][C:2]1[C:6]([C:7]2[CH:8]=[C:9](I)[C:10]3[N:14]=[C:13]([NH:15][S:16]([CH2:19][CH2:20][C:21]([F:24])([F:23])[F:22])(=[O:18])=[O:17])[NH:12][C:11]=3[CH:25]=2)=[C:5]([CH3:27])[O:4][N:3]=1.[CH3:28][C:29]1[C:30](B(O)O)=[C:31]2[C:36](=[CH:37][CH:38]=1)[N:35]=[CH:34][CH:33]=[CH:32]2.N12CCCN=C1CCCCC2.[Cl-].[NH4+]. Product: [CH3:1][C:2]1[C:6]([C:7]2[CH:8]=[C:9]([C:30]3[C:29]([CH3:28])=[CH:38][CH:37]=[C:36]4[C:31]=3[CH:32]=[CH:33][CH:34]=[N:35]4)[C:10]3[N:14]=[C:13]([NH:15][S:16]([CH2:19][CH2:20][C:21]([F:24])([F:23])[F:22])(=[O:18])=[O:17])[NH:12][C:11]=3[CH:25]=2)=[C:5]([CH3:27])[O:4][N:3]=1. The catalyst class is: 179. (3) Reactant: C(O[C:6]([N:8]1[CH2:13][CH2:12][N:11]([S:14]([C:17]2[NH:18][C:19]3[C:24]([CH:25]=2)=[CH:23][C:22]([Cl:26])=[CH:21][CH:20]=3)(=[O:16])=[O:15])[CH2:10][CH:9]1[CH2:27][C:28]([N:30]1[CH2:35][CH2:34][O:33][CH2:32][CH2:31]1)=[O:29])=[O:7])(C)(C)C.Cl.C(O)C.ON1C2C=CC=CC=2N=N1.Cl.CN(C)CCCN=C=NCC.[CH3:62][CH:63]1[NH:68][CH2:67][C:66]2[S:69][C:70](C([O-])=O)=[N:71][C:65]=2[CH2:64]1.[Li+].CN1CCOCC1. Product: [ClH:26].[Cl:26][C:22]1[CH:23]=[C:24]2[C:19](=[CH:20][CH:21]=1)[NH:18][C:17]([S:14]([N:11]1[CH2:12][CH2:13][N:8]([C:6]([C:70]3[S:69][C:66]4[CH2:67][NH:68][CH:63]([CH3:62])[CH2:64][C:65]=4[N:71]=3)=[O:7])[CH:9]([CH2:27][C:28]([N:30]3[CH2:35][CH2:34][O:33][CH2:32][CH2:31]3)=[O:29])[CH2:10]1)(=[O:16])=[O:15])=[CH:25]2. The catalyst class is: 621. (4) Reactant: [Cl:1][C:2]1[CH:3]=[CH:4][C:5]([N+:11]([O-])=O)=[C:6]([CH:10]=1)[C:7]([OH:9])=[O:8]. Product: [NH2:11][C:5]1[CH:4]=[CH:3][C:2]([Cl:1])=[CH:10][C:6]=1[C:7]([OH:9])=[O:8]. The catalyst class is: 171. (5) Reactant: [CH2:1]=O.[CH3:3][C:4]1([CH3:17])[CH2:9][NH:8][CH2:7][CH2:6][N:5]1[C:10]([O:12][C:13]([CH3:16])([CH3:15])[CH3:14])=[O:11].[F:18][C:19]([F:29])([F:28])[C:20]1[CH:25]=[CH:24][C:23]([N+:26]#[C-:27])=[CH:22][CH:21]=1.C[Si]([N:34]=[N+:35]=[N-:36])(C)C. Product: [CH3:3][C:4]1([CH3:17])[CH2:9][N:8]([CH2:1][C:27]2[N:26]([C:23]3[CH:22]=[CH:21][C:20]([C:19]([F:28])([F:29])[F:18])=[CH:25][CH:24]=3)[N:36]=[N:35][N:34]=2)[CH2:7][CH2:6][N:5]1[C:10]([O:12][C:13]([CH3:16])([CH3:15])[CH3:14])=[O:11]. The catalyst class is: 5.